Dataset: Forward reaction prediction with 1.9M reactions from USPTO patents (1976-2016). Task: Predict the product of the given reaction. (1) The product is: [CH3:4][CH2:3][CH2:2][CH2:1][C:5]1[N:9]([CH2:10][C:11]2[CH:16]=[CH:15][C:14]([C:17]3[CH:22]=[CH:21][CH:20]=[CH:19][C:18]=3[C:23]3[N:27]=[N:26][N-:25][N:24]=3)=[CH:13][CH:12]=2)[C:8]([CH2:28][OH:29])=[C:7]([Cl:30])[N:6]=1.[K+:32]. Given the reactants [CH2:1]([C:5]1[N:9]([CH2:10][C:11]2[CH:16]=[CH:15][C:14]([C:17]3[CH:22]=[CH:21][CH:20]=[CH:19][C:18]=3[C:23]3[N:24]=[N:25][NH:26][N:27]=3)=[CH:13][CH:12]=2)[C:8]([CH2:28][OH:29])=[C:7]([Cl:30])[N:6]=1)[CH2:2][CH2:3][CH3:4].[OH-].[K+:32], predict the reaction product. (2) Given the reactants [NH2:1][C:2]1[CH:3]=[N:4][C:5]2[C:10]([C:11]=1[NH:12][CH2:13][C:14]([CH3:17])([OH:16])[CH3:15])=[CH:9][CH:8]=[CH:7][CH:6]=2.[C:18](Cl)(=O)[CH2:19][CH2:20][CH2:21][CH2:22][CH3:23], predict the reaction product. The product is: [CH3:15][C:14]([OH:16])([CH3:17])[CH2:13][N:12]1[C:11]2[C:10]3[CH:9]=[CH:8][CH:7]=[CH:6][C:5]=3[N:4]=[CH:3][C:2]=2[N:1]=[C:18]1[CH2:19][CH2:20][CH2:21][CH2:22][CH3:23]. (3) Given the reactants [CH:1]1([C:4]2[CH:5]=[CH:6][C:7]([C:19](O)=[O:20])=[N:8][C:9]=2[O:10][C@H:11]([C:15]([F:18])([F:17])[F:16])[CH2:12][CH2:13][OH:14])[CH2:3][CH2:2]1.[NH2:22][C:23]([CH2:30][CH3:31])([CH2:28][CH3:29])[C:24]([NH:26][CH3:27])=[O:25], predict the reaction product. The product is: [CH2:28]([C:23]([NH:22][C:19]([C:7]1[CH:6]=[CH:5][C:4]([CH:1]2[CH2:3][CH2:2]2)=[C:9]([O:10][C@H:11]([C:15]([F:16])([F:18])[F:17])[CH2:12][CH2:13][OH:14])[N:8]=1)=[O:20])([C:24](=[O:25])[NH:26][CH3:27])[CH2:30][CH3:31])[CH3:29]. (4) The product is: [Cl:26][C:23]1[CH:24]=[CH:25][C:20]([CH2:19][CH:18]([CH3:34])[CH2:17][CH2:16][O:15][C:12]2[CH:13]=[CH:14][C:9]([CH:7]3[CH2:8][CH:6]3[C:4]([OH:5])=[O:3])=[C:10]([CH3:35])[CH:11]=2)=[C:21]([O:27][C:28]2[CH:33]=[CH:32][CH:31]=[CH:30][CH:29]=2)[CH:22]=1. Given the reactants C([O:3][C:4]([CH:6]1[CH2:8][CH:7]1[C:9]1[CH:14]=[CH:13][C:12]([O:15][CH2:16][CH2:17][CH:18]([CH3:34])[CH2:19][C:20]2[CH:25]=[CH:24][C:23]([Cl:26])=[CH:22][C:21]=2[O:27][C:28]2[CH:33]=[CH:32][CH:31]=[CH:30][CH:29]=2)=[CH:11][C:10]=1[CH3:35])=[O:5])C.[OH-].[Na+].Cl, predict the reaction product. (5) Given the reactants BrC1C=CC=C2C=1C(C1C(O)=CC3OCOC=3C=1)[C:5](=[O:16])N2CCCCC.[Br:27][C:28]1[CH:36]=[CH:35][CH:34]=[C:33]2[C:29]=1[CH:30]([C:45]1[C:46]([OH:54])=[CH:47][C:48]3[O:52][CH2:51][CH2:50][C:49]=3[CH:53]=1)[C:31](=[O:44])[N:32]2[CH2:37][C:38]1[CH:43]=[CH:42][CH:41]=[CH:40][N:39]=1, predict the reaction product. The product is: [Br:27][C:28]1[CH:36]=[CH:35][CH:34]=[C:33]2[C:29]=1[C:30]([C:45]1[C:46]([OH:54])=[CH:47][C:48]3[O:52][CH2:51][CH2:50][C:49]=3[CH:53]=1)([CH2:5][OH:16])[C:31](=[O:44])[N:32]2[CH2:37][C:38]1[CH:43]=[CH:42][CH:41]=[CH:40][N:39]=1. (6) The product is: [O:38]=[C:32]1[CH:31]([N:24]2[C:23](=[O:39])[C:22]3[C:26](=[CH:27][CH:28]=[CH:29][C:21]=3[CH2:20][NH:19][C:11]([C:3]3[N:2]=[CH:1][C:10]4[C:5]([CH:4]=3)=[CH:6][CH:7]=[CH:8][CH:9]=4)=[O:13])[C:25]2=[O:30])[CH2:36][CH2:35][C:34](=[O:37])[NH:33]1. Given the reactants [CH:1]1[C:10]2[C:5](=[CH:6][CH:7]=[CH:8][CH:9]=2)[CH:4]=[C:3]([C:11]([OH:13])=O)[N:2]=1.S(Cl)(Cl)=O.Cl.[NH2:19][CH2:20][C:21]1[CH:29]=[CH:28][CH:27]=[C:26]2[C:22]=1[C:23](=[O:39])[N:24]([CH:31]1[CH2:36][CH2:35][C:34](=[O:37])[NH:33][C:32]1=[O:38])[C:25]2=[O:30].C(N(CC)CC)C, predict the reaction product. (7) Given the reactants [O:1]=[S:2]1(=[O:42])[CH2:7][CH2:6][CH:5]([CH2:8][O:9][C:10]2[CH:15]=[C:14]([CH3:16])[C:13]([C:17]3[CH:22]=[CH:21][CH:20]=[C:19]([CH2:23][NH:24][C:25]4[CH:30]=[CH:29][C:28]([CH2:31][CH2:32][C:33]([O:35]C(C)(C)C)=[O:34])=[C:27]([F:40])[CH:26]=4)[CH:18]=3)=[C:12]([CH3:41])[CH:11]=2)[CH2:4][CH2:3]1.FC(F)(F)C(O)=O, predict the reaction product. The product is: [O:42]=[S:2]1(=[O:1])[CH2:7][CH2:6][CH:5]([CH2:8][O:9][C:10]2[CH:11]=[C:12]([CH3:41])[C:13]([C:17]3[CH:22]=[CH:21][CH:20]=[C:19]([CH2:23][NH:24][C:25]4[CH:30]=[CH:29][C:28]([CH2:31][CH2:32][C:33]([OH:35])=[O:34])=[C:27]([F:40])[CH:26]=4)[CH:18]=3)=[C:14]([CH3:16])[CH:15]=2)[CH2:4][CH2:3]1.